From a dataset of Full USPTO retrosynthesis dataset with 1.9M reactions from patents (1976-2016). Predict the reactants needed to synthesize the given product. Given the product [Cl:1][C:2]1[N:10]([CH2:20][C:21]2[CH:26]=[CH:25][C:24]([Cl:27])=[CH:23][CH:22]=2)[C:9]2[C:8](=[O:11])[N:7]([CH2:12][CH2:13][CH2:14][OH:15])[C:6](=[O:16])[N:5]([CH2:17][CH3:18])[C:4]=2[N:3]=1, predict the reactants needed to synthesize it. The reactants are: [Cl:1][C:2]1[NH:10][C:9]2[C:8](=[O:11])[N:7]([CH2:12][CH2:13][CH2:14][OH:15])[C:6](=[O:16])[N:5]([CH2:17][CH3:18])[C:4]=2[N:3]=1.Br[CH2:20][C:21]1[CH:26]=[CH:25][C:24]([Cl:27])=[CH:23][CH:22]=1.C(=O)([O-])[O-].[K+].[K+].